This data is from Forward reaction prediction with 1.9M reactions from USPTO patents (1976-2016). The task is: Predict the product of the given reaction. Given the reactants [NH:1]([CH2:5][CH2:6][OH:7])[CH2:2][CH2:3][OH:4].[CH:8]([CH:20]1[CH2:25][C:24](=[O:26])[O:23][C:21]1=[O:22])=[CH:9][CH2:10][CH2:11][CH2:12][CH2:13][CH2:14][CH2:15]CCCC.O, predict the reaction product. The product is: [OH:4][CH2:3][CH2:2][N:1]([CH2:5][CH2:6][OH:7])[C:24](=[O:26])[CH2:25][CH:20]([CH:8]=[CH:9][CH2:10][CH2:11][CH2:12][CH2:13][CH2:14][CH3:15])[C:21]([OH:23])=[O:22].